This data is from Forward reaction prediction with 1.9M reactions from USPTO patents (1976-2016). The task is: Predict the product of the given reaction. (1) The product is: [CH2:1]([N:3]([CH2:6][C:7]1[S:11][C:10]([C:12]2[O:16][N:15]=[C:14]([C:17]3[CH:18]=[CH:19][C:20]([CH2:23][CH:24]([OH:27])[CH2:25][O:26][S:39]([CH3:38])(=[O:41])=[O:40])=[CH:21][CH:22]=3)[N:13]=2)=[CH:9][C:8]=1[CH3:28])[CH2:4][CH3:5])[CH3:2]. Given the reactants [CH2:1]([N:3]([CH2:6][C:7]1[S:11][C:10]([C:12]2[O:16][N:15]=[C:14]([C:17]3[CH:22]=[CH:21][C:20]([CH2:23][CH:24]([OH:27])[CH2:25][OH:26])=[CH:19][CH:18]=3)[N:13]=2)=[CH:9][C:8]=1[CH3:28])[CH2:4][CH3:5])[CH3:2].CCN(C(C)C)C(C)C.[CH3:38][S:39](Cl)(=[O:41])=[O:40], predict the reaction product. (2) Given the reactants [CH3:1][O:2][C:3](=[O:21])[CH2:4][C:5]1[CH:6]=[CH:7][C:8]2[O:12][C:11]([NH:13][CH:14]3[CH2:19][CH2:18][NH:17][CH2:16][CH2:15]3)=[N:10][C:9]=2[CH:20]=1.COC(=O)CC1C=CC2OC(Cl)=NC=2C=1.[C:37]([O:41][C:42](N1CCC(N)CC1)=[O:43])([CH3:40])([CH3:39])[CH3:38], predict the reaction product. The product is: [C:37]([O:41][C:42]([N:17]1[CH2:16][CH2:15][CH:14]([NH:13][C:11]2[O:12][C:8]3[CH:7]=[CH:6][C:5]([CH2:4][C:3]([O:2][CH3:1])=[O:21])=[CH:20][C:9]=3[N:10]=2)[CH2:19][CH2:18]1)=[O:43])([CH3:40])([CH3:39])[CH3:38]. (3) Given the reactants C([O-])(=[O:3])C.C(NC1N=CN=C2C=1NC=N2)(=O)CCCCCCC.Cl[Sn](Cl)(Cl)Cl.[N:29]([C@@H:32]1[C@H:36]([OH:37])[C@@H:35]([CH2:38][OH:39])[O:34][C@H:33]1[N:40]1[C:49]2[N:48]=[CH:47][N:46]=[C:44]([NH2:45])[C:43]=2[N:42]=[CH:41]1)=[N+:30]=[N-:31].C([NH:67][C:68]1[NH:69][C:70](=[O:77])[C:71]2[NH:72][CH:73]=[N:74][C:75]=2[N:76]=1)(=O)CCCCCCCCCCCCCCC, predict the reaction product. The product is: [N:29]([C@@H:32]1[C@H:36]([OH:37])[C@@H:35]([CH2:38][OH:39])[O:34][C@H:33]1[N:40]1[C:49]2[N:48]=[CH:47][N:46]=[C:44]([NH2:45])[C:43]=2[N:42]=[CH:41]1)=[N+:30]=[N-:31].[NH2:29][C@@H:32]1[C@H:36]([OH:37])[C@@H:35]([CH2:38][OH:39])[O:34][C@H:33]1[N:40]1[C:49]2[N:48]=[CH:47][N:46]=[C:44]([NH2:45])[C:43]=2[N:42]=[CH:41]1.[C@@H:33]1([N:74]2[C:75]3[N:76]=[C:68]([NH2:67])[NH:69][C:70](=[O:77])[C:71]=3[N:72]=[CH:73]2)[O:34][C@H:35]([CH2:38][OH:39])[C@@H:36]([OH:37])[C@H:32]1[OH:3]. (4) The product is: [F:1][C:2]1[CH:9]=[C:8]([N:10]2[CH2:15][CH2:14][O:13][CH2:12][CH2:11]2)[CH:7]=[CH:6][C:3]=1[CH2:4][N:21]1[CH2:20][CH2:19][N:18]([C:23]([O:25][C:26]([CH3:29])([CH3:28])[CH3:27])=[O:24])[C@H:17]([CH3:16])[CH2:22]1. Given the reactants [F:1][C:2]1[CH:9]=[C:8]([N:10]2[CH2:15][CH2:14][O:13][CH2:12][CH2:11]2)[CH:7]=[CH:6][C:3]=1[CH:4]=O.[CH3:16][C@@H:17]1[CH2:22][NH:21][CH2:20][CH2:19][N:18]1[C:23]([O:25][C:26]([CH3:29])([CH3:28])[CH3:27])=[O:24].ClCCCl.C(O[BH-](OC(=O)C)OC(=O)C)(=O)C.[Na+], predict the reaction product. (5) Given the reactants [C:1]([C:3]1[CH:8]=[CH:7][C:6]([CH:9]2[O:13][CH2:12][CH2:11][O:10]2)=[CH:5][CH:4]=1)#[CH:2].Cl/[C:15](=[N:21]\[OH:22])/[C:16]([O:18][CH2:19][CH3:20])=[O:17].C(N(CC)CC)C.C([NH+](CC)CC)C, predict the reaction product. The product is: [O:13]1[CH2:12][CH2:11][O:10][CH:9]1[C:6]1[CH:5]=[CH:4][C:3]([C:1]2[O:22][N:21]=[C:15]([C:16]([O:18][CH2:19][CH3:20])=[O:17])[CH:2]=2)=[CH:8][CH:7]=1. (6) Given the reactants [CH:1]1([CH:6]=[CH:7][C:8]#[N:9])[CH2:5][CH2:4][CH2:3][CH2:2]1.C(=O)([O-])[O-].[Cs+].[Cs+].[NH:16]1[CH:20]=[C:19]([C:21]2[C:22]3[CH:29]=[CH:28][N:27]([CH2:30][O:31][CH2:32][CH2:33][Si:34]([CH3:37])([CH3:36])[CH3:35])[C:23]=3[N:24]=[CH:25][N:26]=2)[CH:18]=[N:17]1, predict the reaction product. The product is: [CH:1]1([CH:6]([N:16]2[CH:20]=[C:19]([C:21]3[C:22]4[CH:29]=[CH:28][N:27]([CH2:30][O:31][CH2:32][CH2:33][Si:34]([CH3:37])([CH3:36])[CH3:35])[C:23]=4[N:24]=[CH:25][N:26]=3)[CH:18]=[N:17]2)[CH2:7][C:8]#[N:9])[CH2:5][CH2:4][CH2:3][CH2:2]1. (7) Given the reactants Br[CH2:2][C:3]1[CH:4]=[C:5]([CH:10]=[CH:11][CH:12]=1)[C:6]([O:8][CH3:9])=[O:7].[C:13]([O:17][P:18]([O-:25])([O:20][C:21]([CH3:24])([CH3:23])[CH3:22])=[O:19])([CH3:16])([CH3:15])[CH3:14].C([N+](CCCC)(CCCC)CCCC)CCC.O.CO.C(O)(C(F)(F)F)=O, predict the reaction product. The product is: [C:21]([O:20][P:18]([O:25][CH2:2][C:3]1[CH:4]=[C:5]([CH:10]=[CH:11][CH:12]=1)[C:6]([O:8][CH3:9])=[O:7])([O:17][C:13]([CH3:16])([CH3:15])[CH3:14])=[O:19])([CH3:24])([CH3:23])[CH3:22]. (8) Given the reactants [F:1][C:2]1([F:30])[CH2:10][C@@H:9]2[C@@H:5]([C@@H:6]([CH3:12])[O:7][C:8]2=[O:11])[C@@H:4](/[CH:13]=[CH:14]/[C:15]2[N:20]=[CH:19][C:18]([C:21]3[CH:28]=[CH:27][CH:26]=[CH:25][C:22]=3[C:23]#[N:24])=[CH:17][CH:16]=2)[C@@H:3]1[CH3:29].C[Si]([N-][Si](C)(C)C)(C)C.[K+].C(C1C=C(C(C)C)C=C(C(C)C)C=1S([N:59]=[N+:60]=[N-:61])(=O)=O)(C)C.C(=O)=O.C([O-])(O)=O.[Na+], predict the reaction product. The product is: [N:59]([C@:9]12[C:8](=[O:11])[O:7][C@H:6]([CH3:12])[C@H:5]1[C@@H:4](/[CH:13]=[CH:14]/[C:15]1[N:20]=[CH:19][C:18]([C:21]3[CH:28]=[CH:27][CH:26]=[CH:25][C:22]=3[C:23]#[N:24])=[CH:17][CH:16]=1)[C@H:3]([CH3:29])[C:2]([F:1])([F:30])[CH2:10]2)=[N+:60]=[N-:61]. (9) Given the reactants [CH3:1][C:2]1[C:3]([N:8](COCCOC)[S:9]([C:12]2[S:13][C:14]([CH3:43])=[CH:15][C:16]=2[C:17]2[CH:22]=[CH:21][C:20]([CH2:23][N:24]3[C:33]4[C:28](=[C:29]([CH2:36][CH3:37])[N:30]=[C:31]([CH2:34][CH3:35])[CH:32]=4)[C:27]([O:38][CH2:39][CH3:40])=[CH:26][C:25]3=[O:41])=[CH:19][C:18]=2[CH3:42])(=[O:11])=[O:10])=[N:4][O:5][C:6]=1[CH3:7].Cl, predict the reaction product. The product is: [CH3:1][C:2]1[C:3]([NH:8][S:9]([C:12]2[S:13][C:14]([CH3:43])=[CH:15][C:16]=2[C:17]2[CH:22]=[CH:21][C:20]([CH2:23][N:24]3[C:33]4[C:28](=[C:29]([CH2:36][CH3:37])[N:30]=[C:31]([CH2:34][CH3:35])[CH:32]=4)[C:27]([O:38][CH2:39][CH3:40])=[CH:26][C:25]3=[O:41])=[CH:19][C:18]=2[CH3:42])(=[O:10])=[O:11])=[N:4][O:5][C:6]=1[CH3:7].